Dataset: Full USPTO retrosynthesis dataset with 1.9M reactions from patents (1976-2016). Task: Predict the reactants needed to synthesize the given product. (1) Given the product [ClH:39].[NH2:29][C:27]1[CH:26]=[CH:25][C:23]2[NH:24][C:19]([C:3]3[C:4](=[O:18])[C@@:5]([CH3:17])([CH2:12][CH2:13][CH:14]([CH3:16])[CH3:15])[C:6]4[C:11]([C:2]=3[OH:1])=[CH:10][CH:9]=[CH:8][CH:7]=4)=[N:20][S:21](=[O:38])(=[O:37])[C:22]=2[CH:28]=1, predict the reactants needed to synthesize it. The reactants are: [OH:1][C:2]1[C:11]2[C:6](=[CH:7][CH:8]=[CH:9][CH:10]=2)[C@:5]([CH3:17])([CH2:12][CH2:13][CH:14]([CH3:16])[CH3:15])[C:4](=[O:18])[C:3]=1[C:19]1[NH:24][C:23]2[CH:25]=[CH:26][C:27]([NH:29]C(=O)OC(C)(C)C)=[CH:28][C:22]=2[S:21](=[O:38])(=[O:37])[N:20]=1.[ClH:39]. (2) The reactants are: [CH3:1][O:2][C:3]1[CH:4]=[C:5]([CH:22]=[CH:23][C:24]=1[O:25][CH3:26])[C:6]1[O:7][C:8]2[C:13]([C:14](=[O:16])[CH:15]=1)=[CH:12][CH:11]=[C:10]([O:17][CH2:18][CH:19]1[O:21][CH2:20]1)[CH:9]=2.[C:27]1([N:33]2[CH2:38][CH2:37][NH:36][CH2:35][CH2:34]2)[CH:32]=[CH:31][CH:30]=[CH:29][CH:28]=1. Given the product [CH3:1][O:2][C:3]1[CH:4]=[C:5]([CH:22]=[CH:23][C:24]=1[O:25][CH3:26])[C:6]1[O:7][C:8]2[C:13]([C:14](=[O:16])[CH:15]=1)=[CH:12][CH:11]=[C:10]([O:17][CH2:18][CH:19]([OH:21])[CH2:20][N:36]1[CH2:37][CH2:38][N:33]([C:27]3[CH:32]=[CH:31][CH:30]=[CH:29][CH:28]=3)[CH2:34][CH2:35]1)[CH:9]=2, predict the reactants needed to synthesize it.